Predict the product of the given reaction. From a dataset of Forward reaction prediction with 1.9M reactions from USPTO patents (1976-2016). (1) The product is: [Cl:1][C:2]1[N:11]=[C:10]([N:19]2[CH2:20][CH2:21][C@H:17]([NH:16][C:13](=[O:15])[CH3:14])[CH2:18]2)[C:9]2[C:4](=[CH:5][CH:6]=[CH:7][CH:8]=2)[N:3]=1. Given the reactants [Cl:1][C:2]1[N:11]=[C:10](Cl)[C:9]2[C:4](=[CH:5][CH:6]=[CH:7][CH:8]=2)[N:3]=1.[C:13]([NH:16][C@H:17]1[CH2:21][CH2:20][NH:19][CH2:18]1)(=[O:15])[CH3:14], predict the reaction product. (2) Given the reactants Br[C:2]1[N:7]=[CH:6][C:5]([C:8](=[O:10])[CH3:9])=[CH:4][CH:3]=1.C(P(C1C=CC=CC=1)C1C=CC=CC=1)CCP(C1C=CC=CC=1)C1C=CC=CC=1.CN([CH:43]=[O:44])C.[CH3:45][OH:46], predict the reaction product. The product is: [C:8]([C:5]1[CH:4]=[CH:3][C:2]([C:45]([O:44][CH3:43])=[O:46])=[N:7][CH:6]=1)(=[O:10])[CH3:9]. (3) The product is: [NH2:1][C:4]1[CH:5]=[CH:6][C:7]([N:10]2[CH2:14][CH2:13][NH:12][C:11]2=[N:15][C:16]#[N:17])=[CH:8][CH:9]=1. Given the reactants [N+:1]([C:4]1[CH:9]=[CH:8][C:7]([N:10]2[CH2:14][CH2:13][NH:12][C:11]2=[N:15][C:16]#[N:17])=[CH:6][CH:5]=1)([O-])=O.[H][H], predict the reaction product. (4) Given the reactants [NH2:1][CH2:2][CH2:3][NH:4][C:5]1[N:13]=[C:12]([Cl:14])[N:11]=[C:10]2[C:6]=1[N:7]=[CH:8][N:9]2[CH:15]1[CH2:19][CH2:18][CH2:17][CH2:16]1.C(Cl)Cl.CCN(CC)CC.[CH3:30][C:31]1[CH:36]=[CH:35][C:34]([S:37](Cl)(=[O:39])=[O:38])=[CH:33][CH:32]=1, predict the reaction product. The product is: [Cl:14][C:12]1[N:11]=[C:10]2[C:6]([N:7]=[CH:8][N:9]2[CH:15]2[CH2:19][CH2:18][CH2:17][CH2:16]2)=[C:5]([NH:4][CH2:3][CH2:2][NH:1][S:37]([C:34]2[CH:35]=[CH:36][C:31]([CH3:30])=[CH:32][CH:33]=2)(=[O:39])=[O:38])[N:13]=1. (5) Given the reactants [NH2:1][C:2]1[CH:9]=[C:8]([NH:10][C@@H:11]2[CH2:16][CH2:15][CH2:14][CH2:13][C@@H:12]2[NH2:17])[CH:7]=[CH:6][C:3]=1[C:4]#[N:5].Cl[C:19]1[CH:24]=[C:23]([CH3:25])[CH:22]=[C:21]([CH3:26])[N:20]=1.C(=O)([O-])[O-].[Cs+].[Cs+].CC1(C)C2C(=C(P(C3C=CC=CC=3)C3C=CC=CC=3)C=CC=2)OC2C(P(C3C=CC=CC=3)C3C=CC=CC=3)=CC=CC1=2, predict the reaction product. The product is: [NH2:17][C@H:12]1[CH2:13][CH2:14][CH2:15][CH2:16][C@H:11]1[NH:10][C:8]1[CH:7]=[CH:6][C:3]([C:4]#[N:5])=[C:2]([NH:1][C:19]2[CH:24]=[C:23]([CH3:25])[CH:22]=[C:21]([CH3:26])[N:20]=2)[CH:9]=1. (6) The product is: [CH3:41][O:40][C:33]1[CH:32]=[C:31]2[C:36]([C:37]([CH3:39])=[CH:38][C:29]([NH:11][C@H:12]3[CH2:17][CH2:16][CH2:15][C@H:14]([NH2:18])[CH2:13]3)=[N:30]2)=[CH:35][CH:34]=1. Given the reactants C(OC([N:11]([C:29]1[CH:38]=[C:37]([CH3:39])[C:36]2[C:31](=[CH:32][C:33]([O:40][CH3:41])=[CH:34][CH:35]=2)[N:30]=1)[C@H:12]1[CH2:17][CH2:16][CH2:15][C@H:14]([NH:18]C(=O)OCC2C=CC=CC=2)[CH2:13]1)=O)C1C=CC=CC=1, predict the reaction product. (7) Given the reactants [C:1]([C:3]1[CH:11]=[CH:10][CH:9]=[CH:8][C:4]=1[C:5]([OH:7])=O)#[N:2].ON1C2C=CC=CC=2N=N1.Cl.C(N=C=NCCCN(C)C)C.[CH2:34]([NH:39][CH2:40][C:41]([O:43][C:44]([CH3:47])([CH3:46])[CH3:45])=[O:42])[C:35]([CH3:38])([CH3:37])[CH3:36].CC(C)([O-])C.[K+].C(O)(=O)CC(CC(O)=O)(C(O)=O)O, predict the reaction product. The product is: [NH2:2][C:1]1[C:3]2[C:4](=[CH:8][CH:9]=[CH:10][CH:11]=2)[C:5](=[O:7])[N:39]([CH2:34][C:35]([CH3:37])([CH3:38])[CH3:36])[C:40]=1[C:41]([O:43][C:44]([CH3:47])([CH3:46])[CH3:45])=[O:42].